From a dataset of Forward reaction prediction with 1.9M reactions from USPTO patents (1976-2016). Predict the product of the given reaction. (1) Given the reactants [CH2:1]([C:3]1[CH:8]=[CH:7][C:6]([N:9]2[CH2:13][CH2:12][C:11]3([CH2:18][CH2:17][NH:16][CH2:15][CH2:14]3)[C:10]2=[O:19])=[CH:5][CH:4]=1)[CH3:2].O=C(Cl)[O:22][C:23](Cl)(Cl)Cl.[F:28][C:29]1[CH:36]=[CH:35][C:32]([CH2:33][NH2:34])=[CH:31][CH:30]=1, predict the reaction product. The product is: [F:28][C:29]1[CH:36]=[CH:35][C:32]([CH2:33][NH:34][C:23]([N:16]2[CH2:17][CH2:18][C:11]3([C:10](=[O:19])[N:9]([C:6]4[CH:5]=[CH:4][C:3]([CH2:1][CH3:2])=[CH:8][CH:7]=4)[CH2:13][CH2:12]3)[CH2:14][CH2:15]2)=[O:22])=[CH:31][CH:30]=1. (2) Given the reactants [NH2:1][C:2]1[CH:3]=[C:4]([CH:7]=[CH:8][C:9]=1[NH2:10])[C:5]#[N:6].[C:11](N1C=CN=C1)(N1C=CN=C1)=[O:12], predict the reaction product. The product is: [O:12]=[C:11]1[NH:10][C:9]2[CH:8]=[CH:7][C:4]([C:5]#[N:6])=[CH:3][C:2]=2[NH:1]1. (3) Given the reactants Cl[C:2]1[C:7]([CH3:8])=[CH:6][N:5]=[C:4]([NH2:9])[N:3]=1.[C:10]([O:14][C:15]([C:17]1[CH:18]=[C:19](B(O)O)[CH:20]=[CH:21][CH:22]=1)=[O:16])([CH3:13])([CH3:12])[CH3:11].C([O-])([O-])=O.[Na+].[Na+], predict the reaction product. The product is: [NH2:9][C:4]1[N:3]=[C:2]([C:21]2[CH:22]=[C:17]([CH:18]=[CH:19][CH:20]=2)[C:15]([O:14][C:10]([CH3:12])([CH3:13])[CH3:11])=[O:16])[C:7]([CH3:8])=[CH:6][N:5]=1. (4) Given the reactants [O:1]=[C:2]1[CH2:10][C:9]2[C:4](=[CH:5][CH:6]=[C:7]([C:11]([OH:13])=O)[CH:8]=2)[NH:3]1.F[B-](F)(F)F.N1(OC(N(C)C)=[N+](C)C)C2C=CC=CC=2N=N1.O.ON1C2C=CC=CC=2N=N1.C(N(CC)C(C)C)(C)C.[CH2:56]([NH2:63])[C:57]1[CH:62]=[CH:61][CH:60]=[CH:59][CH:58]=1, predict the reaction product. The product is: [CH2:56]([NH:63][C:11]([C:7]1[CH:8]=[C:9]2[C:4](=[CH:5][CH:6]=1)[NH:3][C:2](=[O:1])[CH2:10]2)=[O:13])[C:57]1[CH:62]=[CH:61][CH:60]=[CH:59][CH:58]=1. (5) Given the reactants C([O:3][C:4]([C:6]1[C:7]([NH:14][CH3:15])=[N:8][C:9]([S:12][CH3:13])=[N:10][CH:11]=1)=O)C.[H-].[H-].[H-].[H-].[Li+].[Al+3], predict the reaction product. The product is: [CH3:15][NH:14][C:7]1[C:6]([CH2:4][OH:3])=[CH:11][N:10]=[C:9]([S:12][CH3:13])[N:8]=1. (6) Given the reactants C(OC([N:8]1[CH2:13][CH2:12][CH:11]([NH:14][CH2:15][C:16]2[O:17][C:18]([N+:21]([O-:23])=[O:22])=[CH:19][CH:20]=2)[CH2:10][CH2:9]1)=O)(C)(C)C.Cl, predict the reaction product. The product is: [N+:21]([C:18]1[O:17][C:16]([CH2:15][NH:14][CH:11]2[CH2:10][CH2:9][NH:8][CH2:13][CH2:12]2)=[CH:20][CH:19]=1)([O-:23])=[O:22]. (7) The product is: [Br:1][C:2]1[CH:3]=[N:4][CH:5]=[C:6]([Cl:17])[C:7]=1[N:8]1[CH2:13][CH2:12][CH:11]([C:14]([NH2:16])=[O:15])[CH2:10][CH2:9]1. Given the reactants [Br:1][C:2]1[CH:3]=[N:4][CH:5]=[CH:6][C:7]=1[N:8]1[CH2:13][CH2:12][CH:11]([C:14]([NH2:16])=[O:15])[CH2:10][CH2:9]1.[Cl:17]N1C(=O)CCC1=O.ClC1C=NC=C(Cl)C=1N1CCC(C(N)=O)CC1, predict the reaction product.